The task is: Predict the reaction yield, written as a fraction of the theoretical maximum amount of product (1.0 means a 100% yield; for example, 0.34 means a 34% yield).. This data is from Reaction yield outcomes from USPTO patents with 853,638 reactions. (1) The reactants are [CH3:1][N:2]1[C:10]2[C:5](=[CH:6][CH:7]=[CH:8][CH:9]=2)[CH:4]=[CH:3]1.C([Li])(C)(C)C.C(B(CC)CC)C.Br[C:24]1[C:25]([O:34][CH3:35])=[CH:26][C:27]([O:32][CH3:33])=[C:28]([CH:31]=1)[CH:29]=[O:30].[OH-].[Na+].OO. The catalyst is O1CCCC1.CC(C)([P](C(C)(C)C)([Pd][P](C(C)(C)C)(C(C)(C)C)C(C)(C)C)C(C)(C)C)C. The product is [CH3:33][O:32][C:27]1[CH:26]=[C:25]([O:34][CH3:35])[C:24]([C:3]2[N:2]([CH3:1])[C:10]3[C:5]([CH:4]=2)=[CH:6][CH:7]=[CH:8][CH:9]=3)=[CH:31][C:28]=1[CH:29]=[O:30]. The yield is 0.770. (2) The reactants are C(O)C.C(O[Na])C.[O:8]=[CH:9][C:10]1[CH:18]=[CH:17][C:15]([OH:16])=[C:12]([O:13][CH3:14])[CH:11]=1.Br[C:20]([CH3:27])([CH3:26])[C:21]([O:23][CH2:24][CH3:25])=[O:22]. The catalyst is CN(C=O)C. The product is [CH:9]([C:10]1[CH:18]=[CH:17][C:15]([O:16][C:20]([CH3:27])([CH3:26])[C:21]([O:23][CH2:24][CH3:25])=[O:22])=[C:12]([O:13][CH3:14])[CH:11]=1)=[O:8]. The yield is 0.360. (3) The reactants are [CH3:1][O:2][C:3]1[CH:26]=[CH:25][C:6]([CH2:7][N:8]2[C:17](=[O:18])[C:16]3[N:15]=[CH:14][C:13]([C:19](OCC)=[O:20])=[C:12]([OH:24])[C:11]=3[CH:10]=[CH:9]2)=[CH:5][CH:4]=1.[H-].[Al+3].[Li+].[H-].[H-].[H-]. The catalyst is C1COCC1. The product is [CH3:1][O:2][C:3]1[CH:4]=[CH:5][C:6]([CH2:7][N:8]2[C:17](=[O:18])[C:16]3[N:15]=[CH:14][C:13]([CH2:19][OH:20])=[C:12]([OH:24])[C:11]=3[CH:10]=[CH:9]2)=[CH:25][CH:26]=1. The yield is 0.370.